Dataset: Full USPTO retrosynthesis dataset with 1.9M reactions from patents (1976-2016). Task: Predict the reactants needed to synthesize the given product. (1) Given the product [ClH:1].[CH3:23][C:15](=[CH:16][C:17]1[CH:22]=[CH:21][CH:20]=[CH:19][CH:18]=1)[CH2:14][N:11]1[CH:4]=[C:3]([CH2:2][C:5]2[N:6]=[C:7]([NH2:10])[NH:8][CH:9]=2)[N:13]=[N:12]1, predict the reactants needed to synthesize it. The reactants are: [ClH:1].[CH2:2]([C:5]1[N:6]=[C:7]([NH2:10])[NH:8][CH:9]=1)[C:3]#[CH:4].[N:11]([CH2:14][C:15]([CH3:23])=[CH:16][C:17]1[CH:22]=[CH:21][CH:20]=[CH:19][CH:18]=1)=[N+:12]=[N-:13]. (2) Given the product [C:18]([O:17][C:15]([C:14]1[CH:22]=[CH:23][C:11]([NH:10][C:8]([C:5]2[N:6]=[CH:7][C:2]([C:38]3[CH2:43][CH2:42][N:41]([C:44]([O:46][C:47]([CH3:50])([CH3:49])[CH3:48])=[O:45])[CH2:40][CH:39]=3)=[CH:3][C:4]=2[C:24]2[CH:29]=[CH:28][CH:27]=[CH:26][CH:25]=2)=[O:9])=[CH:12][CH:13]=1)=[O:16])([CH3:21])([CH3:20])[CH3:19], predict the reactants needed to synthesize it. The reactants are: Cl[C:2]1[CH:3]=[C:4]([C:24]2[CH:29]=[CH:28][CH:27]=[CH:26][CH:25]=2)[C:5]([C:8]([NH:10][C:11]2[CH:23]=[CH:22][C:14]([C:15]([O:17][C:18]([CH3:21])([CH3:20])[CH3:19])=[O:16])=[CH:13][CH:12]=2)=[O:9])=[N:6][CH:7]=1.CC1(C)C(C)(C)OB([C:38]2[CH2:43][CH2:42][N:41]([C:44]([O:46][C:47]([CH3:50])([CH3:49])[CH3:48])=[O:45])[CH2:40][CH:39]=2)O1.C(=O)([O-])[O-].[Na+].[Na+].O1CCOCC1. (3) Given the product [O:1]=[C:2]([C:23]#[C:24][CH3:25])[CH2:7][N:6]([S:8]([C:11]1[S:12][CH:13]=[CH:14][CH:15]=1)(=[O:10])=[O:9])[CH2:5][CH2:4][NH:3][C:16](=[O:17])[O:18][C:19]([CH3:22])([CH3:21])[CH3:20], predict the reactants needed to synthesize it. The reactants are: [O:1]=[C:2]1[CH2:7][N:6]([S:8]([C:11]2[S:12][CH:13]=[CH:14][CH:15]=2)(=[O:10])=[O:9])[CH2:5][CH2:4][N:3]1[C:16]([O:18][C:19]([CH3:22])([CH3:21])[CH3:20])=[O:17].[C:23]([Mg]Br)#[C:24][CH3:25]. (4) The reactants are: Cl.[NH2:2][C@@H:3]([C:5]([NH2:7])=[O:6])[CH3:4].C(N(CC)CC)C.FC1C=CC=CC=1C[C:19]1[CH:20]=[C:21]([CH:24]=[CH:25][C:26]=1[O:27][CH2:28][C:29]1[CH:34]=[CH:33][CH:32]=[CH:31][C:30]=1[F:35])[CH:22]=O.[BH4-].[Na+]. Given the product [F:35][C:30]1[CH:31]=[CH:32][CH:33]=[CH:34][C:29]=1[CH2:28][O:27][C:26]1[CH:25]=[CH:24][C:21]([CH2:22][NH:2][C@H:3]([CH3:4])[C:5]([NH2:7])=[O:6])=[CH:20][CH:19]=1, predict the reactants needed to synthesize it. (5) Given the product [C:1]1([CH3:11])[CH:2]=[CH:3][C:4]([S:7]([OH:10])(=[O:8])=[O:9])=[CH:5][CH:6]=1.[CH3:12][C:13]1[C:17]([C:18]2[CH:23]=[CH:22][CH:21]=[CH:20][CH:19]=2)=[C:16]([CH3:24])[N:15]([C:25]2[CH:30]=[CH:29][C:28]([CH2:31][CH2:32][NH:33][C:34]([NH:36][S:37]([C:40]3[CH:45]=[CH:44][C:43]([CH2:46][CH3:47])=[CH:42][CH:41]=3)(=[O:38])=[O:39])=[O:35])=[CH:27][CH:26]=2)[N:14]=1, predict the reactants needed to synthesize it. The reactants are: [C:1]1([CH3:11])[CH:6]=[CH:5][C:4]([S:7]([OH:10])(=[O:9])=[O:8])=[CH:3][CH:2]=1.[CH3:12][C:13]1[C:17]([C:18]2[CH:23]=[CH:22][CH:21]=[CH:20][CH:19]=2)=[C:16]([CH3:24])[N:15]([C:25]2[CH:30]=[CH:29][C:28]([CH2:31][CH2:32][NH:33][C:34]([NH:36][S:37]([C:40]3[CH:45]=[CH:44][CH:43]=[CH:42][CH:41]=3)(=[O:39])=[O:38])=[O:35])=[CH:27][CH:26]=2)[N:14]=1.[CH2:46](C1C=CC(S(N)(=O)=O)=CC=1)[CH3:47]. (6) The reactants are: [NH2:1][C:2]1[CH:3]=[C:4]2[C:9](=[CH:10][CH:11]=1)[N:8]=[C:7]([CH3:12])[CH:6]=[CH:5]2.[C:13](OC(=O)C)(=[O:15])[CH3:14]. Given the product [CH3:12][C:7]1[CH:6]=[CH:5][C:4]2[C:9](=[CH:10][CH:11]=[C:2]([NH:1][C:13](=[O:15])[CH3:14])[CH:3]=2)[N:8]=1, predict the reactants needed to synthesize it. (7) Given the product [CH3:16][O:17][C:18]1[CH:19]=[C:20]([N:24]2[CH2:29][CH2:28][N:27]([C:2]3[C:3]([CH3:15])=[C:4]([O:13][CH3:14])[C:5]4[O:9][CH:8]([CH3:10])[CH2:7][C:6]=4[C:11]=3[CH3:12])[CH2:26][CH2:25]2)[CH:21]=[CH:22][CH:23]=1, predict the reactants needed to synthesize it. The reactants are: Br[C:2]1[C:3]([CH3:15])=[C:4]([O:13][CH3:14])[C:5]2[O:9][CH:8]([CH3:10])[CH2:7][C:6]=2[C:11]=1[CH3:12].[CH3:16][O:17][C:18]1[CH:19]=[C:20]([N:24]2[CH2:29][CH2:28][NH:27][CH2:26][CH2:25]2)[CH:21]=[CH:22][CH:23]=1. (8) Given the product [CH2:8]([O:15][C:16]1[CH:17]=[C:18]([CH:22]=[CH:23][CH:24]=1)[C:19]([NH:40][C:36]1[C:35]([CH3:41])=[C:34]([CH3:42])[C:33]([O:32][CH2:25][C:26]2[CH:31]=[CH:30][CH:29]=[CH:28][CH:27]=2)=[C:38]([CH3:39])[N:37]=1)=[O:20])[C:9]1[CH:14]=[CH:13][CH:12]=[CH:11][CH:10]=1, predict the reactants needed to synthesize it. The reactants are: C(N(CC)CC)C.[CH2:8]([O:15][C:16]1[CH:17]=[C:18]([CH:22]=[CH:23][CH:24]=1)[C:19](Cl)=[O:20])[C:9]1[CH:14]=[CH:13][CH:12]=[CH:11][CH:10]=1.[CH2:25]([O:32][C:33]1[C:34]([CH3:42])=[C:35]([CH3:41])[C:36]([NH2:40])=[N:37][C:38]=1[CH3:39])[C:26]1[CH:31]=[CH:30][CH:29]=[CH:28][CH:27]=1.